This data is from Forward reaction prediction with 1.9M reactions from USPTO patents (1976-2016). The task is: Predict the product of the given reaction. (1) Given the reactants [CH2:1](O)[CH2:2][CH2:3][CH2:4][CH2:5][CH2:6][CH2:7][CH:8]=[CH:9][CH:10]=[CH:11][CH3:12].N1C=CC=CC=1.CN(C)C=O.CS([Cl:29])(=O)=O, predict the reaction product. The product is: [Cl:29][CH2:1][CH2:2][CH2:3][CH2:4][CH2:5][CH2:6][CH2:7][CH:8]=[CH:9][CH:10]=[CH:11][CH3:12]. (2) Given the reactants [OH-:1].[Na+].Cl.[CH2:4]1N(CCS(O)(=O)=O)[CH2:8][CH2:7][O:6][CH2:5]1.[CH2:16]([OH:18])[CH3:17], predict the reaction product. The product is: [C:7]([O-:18])(=[O:6])[CH3:8].[C:16]([O-:1])(=[O:18])[CH2:17][CH2:4][CH3:5].